From a dataset of Reaction yield outcomes from USPTO patents with 853,638 reactions. Predict the reaction yield, written as a fraction of the theoretical maximum amount of product (1.0 means a 100% yield; for example, 0.34 means a 34% yield). (1) The reactants are [NH2:1][C@@H:2]([C:6]1[CH:11]=[CH:10][C:9]([OH:12])=[CH:8][CH:7]=1)[C:3]([OH:5])=[O:4].C([O-])([O-])=O.[Na+].[Na+].[CH3:19][C:20]([O:23][C:24](O[C:24]([O:23][C:20]([CH3:22])([CH3:21])[CH3:19])=[O:25])=[O:25])([CH3:22])[CH3:21].C(O)(=O)CC(CC(O)=O)(C(O)=O)O. The yield is 0.890. The product is [C:20]([O:23][C:24]([NH:1][C@@H:2]([C:6]1[CH:11]=[CH:10][C:9]([OH:12])=[CH:8][CH:7]=1)[C:3]([OH:5])=[O:4])=[O:25])([CH3:22])([CH3:21])[CH3:19]. The catalyst is CC(C)=O.O. (2) The reactants are C(OC([NH:8][C@H:9]([C:11]([NH:13][CH:14]1[N:20]=[C:19]([C:21]2[CH:26]=[CH:25][CH:24]=[CH:23][N:22]=2)[C:18]2[CH:27]=[CH:28][CH:29]=[CH:30][C:17]=2[N:16]([CH2:31][C:32](=[O:37])[C:33]([CH3:36])([CH3:35])[CH3:34])[C:15]1=[O:38])=[O:12])[CH3:10])=O)(C)(C)C.C(O)(C(F)(F)F)=O. No catalyst specified. The product is [NH2:8][C@H:9]([C:11]([NH:13][CH:14]1[N:20]=[C:19]([C:21]2[CH:26]=[CH:25][CH:24]=[CH:23][N:22]=2)[C:18]2[CH:27]=[CH:28][CH:29]=[CH:30][C:17]=2[N:16]([CH2:31][C:32](=[O:37])[C:33]([CH3:35])([CH3:34])[CH3:36])[C:15]1=[O:38])=[O:12])[CH3:10]. The yield is 0.930. (3) The reactants are [CH2:1]([C:5]1=[CH:6][N:7]([C:22]([CH3:25])([CH3:24])[CH3:23])[S:8]/[C:9]/1=[N:10]\[C:11](=[O:21])[C:12]1[CH:17]=[C:16]([CH:18]=[O:19])[CH:15]=[CH:14][C:13]=1[OH:20])[CH2:2][CH2:3][CH3:4].[C:26](=O)([O-])[O-].[Cs+].[Cs+].IC. The catalyst is CN(C=O)C.O. The product is [CH2:1]([C:5]1=[CH:6][N:7]([C:22]([CH3:24])([CH3:23])[CH3:25])[S:8]/[C:9]/1=[N:10]\[C:11](=[O:21])[C:12]1[CH:17]=[C:16]([CH:18]=[O:19])[CH:15]=[CH:14][C:13]=1[O:20][CH3:26])[CH2:2][CH2:3][CH3:4]. The yield is 0.680.